This data is from Catalyst prediction with 721,799 reactions and 888 catalyst types from USPTO. The task is: Predict which catalyst facilitates the given reaction. Reactant: [CH2:1]([O:3][P:4]([CH2:9][CH2:10][CH2:11][C:12]1[CH:17]=[C:16]([CH3:18])[C:15]([C:19]2[NH:23][C:22]3[CH:24]=[C:25]([C:28](=[O:40])[NH:29][C:30]4[CH:39]=[CH:38][C:37]5[C:32](=[CH:33][CH:34]=[CH:35][CH:36]=5)[N:31]=4)[CH:26]=[CH:27][C:21]=3[N:20]=2)=[C:14]([CH3:41])[CH:13]=1)(=[O:8])[O:5]CC)[CH3:2].C[Si](Br)(C)C. Product: [CH2:1]([O:3][P:4]([CH2:9][CH2:10][CH2:11][C:12]1[CH:17]=[C:16]([CH3:18])[C:15]([C:19]2[NH:23][C:22]3[CH:24]=[C:25]([C:28](=[O:40])[NH:29][C:30]4[CH:39]=[CH:38][C:37]5[C:32](=[CH:33][CH:34]=[CH:35][CH:36]=5)[N:31]=4)[CH:26]=[CH:27][C:21]=3[N:20]=2)=[C:14]([CH3:41])[CH:13]=1)(=[O:5])[OH:8])[CH3:2]. The catalyst class is: 2.